Dataset: Full USPTO retrosynthesis dataset with 1.9M reactions from patents (1976-2016). Task: Predict the reactants needed to synthesize the given product. (1) Given the product [CH3:3][N:2]([CH3:1])[CH2:4][C:5]1([C:11]2[CH:16]=[CH:15][C:14]([O:17][CH:25]([CH3:26])[CH2:24][CH2:23][N:18]3[CH2:22][CH2:21][CH2:20][CH2:19]3)=[CH:13][CH:12]=2)[CH2:6][CH2:7][O:8][CH2:9][CH2:10]1, predict the reactants needed to synthesize it. The reactants are: [CH3:1][N:2]([CH2:4][C:5]1([C:11]2[CH:16]=[CH:15][C:14]([OH:17])=[CH:13][CH:12]=2)[CH2:10][CH2:9][O:8][CH2:7][CH2:6]1)[CH3:3].[N:18]1([CH2:23][CH2:24][CH:25](O)[CH3:26])[CH2:22][CH2:21][CH2:20][CH2:19]1.C1C=CC(P(C2C=CC=CC=2)C2C=CC=CC=2)=CC=1.CC(OC(/N=N/C(OC(C)C)=O)=O)C. (2) Given the product [CH3:3][N:2]([CH2:4][C:5]1[CH:6]=[C:7]2[C:11](=[CH:12][CH:13]=1)[N:10]([C:16]([O:18][C:19]([CH3:22])([CH3:21])[CH3:20])=[O:17])[CH:9]=[C:8]2[CH:14]=[O:15])[CH3:1].[CH3:3][N:2]([CH2:4][C:5]1[CH:6]=[C:7]2[C:11](=[CH:12][CH:13]=1)[NH:10][CH:9]=[C:8]2[C:14](=[O:15])[CH:31]([NH:33][C:9]1[CH:8]=[CH:14][CH:29]=[C:27]([O:26][CH3:24])[CH:30]=1)[C:32]1[CH:7]=[CH:6][CH:5]=[CH:13][CH:12]=1)[CH3:1], predict the reactants needed to synthesize it. The reactants are: [CH3:1][N:2]([CH2:4][C:5]1[CH:6]=[C:7]2[C:11](=[CH:12][CH:13]=1)[NH:10][CH:9]=[C:8]2[CH:14]=[O:15])[CH3:3].[C:16](O[C:24]([O:26][C:27]([CH3:30])([CH3:29])C)=O)([O:18][C:19]([CH3:22])([CH3:21])[CH3:20])=[O:17].[C:31](#[N:33])[CH3:32].